This data is from Full USPTO retrosynthesis dataset with 1.9M reactions from patents (1976-2016). The task is: Predict the reactants needed to synthesize the given product. Given the product [C:27]([C:20]1[CH:21]=[C:22]([CH2:25][CH3:26])[CH:23]=[CH:24][C:19]=1[O:18][CH:16]([CH3:17])[CH2:15][CH2:14][O:13][C:10]1[CH:11]=[CH:12][C:7]([O:6][CH2:5][C:4]([OH:35])=[O:3])=[CH:8][CH:9]=1)(=[O:34])[C:28]1[CH:29]=[CH:30][CH:31]=[CH:32][CH:33]=1, predict the reactants needed to synthesize it. The reactants are: C([O:3][C:4](=[O:35])[CH2:5][O:6][C:7]1[CH:12]=[CH:11][C:10]([O:13][CH2:14][CH2:15][CH:16]([O:18][C:19]2[CH:24]=[CH:23][C:22]([CH2:25][CH3:26])=[CH:21][C:20]=2[C:27](=[O:34])[C:28]2[CH:33]=[CH:32][CH:31]=[CH:30][CH:29]=2)[CH3:17])=[CH:9][CH:8]=1)C.